This data is from Forward reaction prediction with 1.9M reactions from USPTO patents (1976-2016). The task is: Predict the product of the given reaction. (1) Given the reactants [CH3:1][C:2]1[CH:3]=[C:4](Cl)[C:5]2[C:6](=[C:8]([C:12]3[CH:17]=[CH:16][C:15]([Cl:18])=[CH:14][C:13]=3[Cl:19])[N:9]([CH3:11])[N:10]=2)[N:7]=1, predict the reaction product. The product is: [CH3:1][C:2]1[CH:3]=[C:4]([N:7]([CH2:6][CH2:8][CH3:12])[CH2:2][CH2:3][CH3:4])[C:5]2[C:6](=[C:8]([C:12]3[CH:17]=[CH:16][C:15]([Cl:18])=[CH:14][C:13]=3[Cl:19])[N:9]([CH3:11])[N:10]=2)[N:7]=1. (2) Given the reactants CC1ON=C(C(NC(C2C=CC(N[C:22](=[O:41])[CH2:23][C:24]3[CH:40]=[CH:39][C:27]4[N:28]=C(NC5C=CC=CC=5C)[O:30][C:26]=4[CH:25]=3)=CC=2)CC(O)=O)=O)C=1.C([O-])=[O:43].[NH4+].[CH2:46](O)[CH3:47], predict the reaction product. The product is: [NH2:28][C:27]1[CH:39]=[CH:40][C:24]([CH2:23][C:22]([O:41][CH2:46][CH3:47])=[O:43])=[CH:25][C:26]=1[OH:30]. (3) Given the reactants [CH3:1][Mg+].[Br-].[F:4][C:5]1[CH:10]=[CH:9][CH:8]=[CH:7][C:6]=1[N:11]1[CH:16]=[C:15]([O:17][CH3:18])[C:14](=[O:19])[C:13]([C:20](N(OC)C)=[O:21])=[N:12]1, predict the reaction product. The product is: [C:20]([C:13]1[C:14](=[O:19])[C:15]([O:17][CH3:18])=[CH:16][N:11]([C:6]2[CH:7]=[CH:8][CH:9]=[CH:10][C:5]=2[F:4])[N:12]=1)(=[O:21])[CH3:1]. (4) Given the reactants [Cl:1][C:2]1[CH:11]=[C:10]([C:12]#[N:13])[CH:9]=[C:8]([F:14])[C:3]=1[C:4]([O:6]C)=[O:5].[I-].[Li+], predict the reaction product. The product is: [Cl:1][C:2]1[CH:11]=[C:10]([C:12]#[N:13])[CH:9]=[C:8]([F:14])[C:3]=1[C:4]([OH:6])=[O:5]. (5) Given the reactants [N:1]1([C:6]2[CH:11]=[CH:10][CH:9]=[CH:8][C:7]=2[NH2:12])[CH:5]=[CH:4][CH:3]=[CH:2]1.[Cl-].[Cl:14][C:15]1[CH:26]=[CH:25][CH:24]=[C:23]([F:27])[C:16]=1[CH:17]=[N+:18]1[CH2:22][CH2:21][CH2:20][CH2:19]1.ClC1C=CC=C(F)C=1C=O.N1CCCC1, predict the reaction product. The product is: [Cl:14][C:15]1[CH:26]=[CH:25][CH:24]=[C:23]([F:27])[C:16]=1[CH:17]([N:18]1[CH2:22][CH2:21][CH2:20][CH2:19]1)[C:5]1[N:1]([C:6]2[CH:11]=[CH:10][CH:9]=[CH:8][C:7]=2[NH2:12])[CH:2]=[CH:3][CH:4]=1.